Dataset: NCI-60 drug combinations with 297,098 pairs across 59 cell lines. Task: Regression. Given two drug SMILES strings and cell line genomic features, predict the synergy score measuring deviation from expected non-interaction effect. (1) Drug 1: CNC(=O)C1=NC=CC(=C1)OC2=CC=C(C=C2)NC(=O)NC3=CC(=C(C=C3)Cl)C(F)(F)F. Drug 2: C1C(C(OC1N2C=NC3=C2NC=NCC3O)CO)O. Cell line: A498. Synergy scores: CSS=-0.0710, Synergy_ZIP=1.19, Synergy_Bliss=1.71, Synergy_Loewe=1.91, Synergy_HSA=0.632. (2) Drug 1: C1CCC(C1)C(CC#N)N2C=C(C=N2)C3=C4C=CNC4=NC=N3. Drug 2: C1CC(=O)NC(=O)C1N2CC3=C(C2=O)C=CC=C3N. Cell line: SF-539. Synergy scores: CSS=6.07, Synergy_ZIP=-2.98, Synergy_Bliss=-2.83, Synergy_Loewe=-0.712, Synergy_HSA=-0.697. (3) Drug 1: CC12CCC3C(C1CCC2O)C(CC4=C3C=CC(=C4)O)CCCCCCCCCS(=O)CCCC(C(F)(F)F)(F)F. Drug 2: COCCOC1=C(C=C2C(=C1)C(=NC=N2)NC3=CC=CC(=C3)C#C)OCCOC.Cl. Cell line: KM12. Synergy scores: CSS=-0.615, Synergy_ZIP=7.13, Synergy_Bliss=2.96, Synergy_Loewe=-1.97, Synergy_HSA=-1.41. (4) Drug 1: C1CN(CCN1C(=O)CCBr)C(=O)CCBr. Drug 2: CS(=O)(=O)OCCCCOS(=O)(=O)C. Cell line: SN12C. Synergy scores: CSS=25.2, Synergy_ZIP=-8.00, Synergy_Bliss=2.28, Synergy_Loewe=-1.46, Synergy_HSA=-0.996. (5) Drug 1: CN(C)C1=NC(=NC(=N1)N(C)C)N(C)C. Drug 2: C1=CN(C(=O)N=C1N)C2C(C(C(O2)CO)O)O.Cl. Cell line: SR. Synergy scores: CSS=23.9, Synergy_ZIP=-9.40, Synergy_Bliss=-4.37, Synergy_Loewe=-2.13, Synergy_HSA=-1.93. (6) Drug 1: C1=NC2=C(N=C(N=C2N1C3C(C(C(O3)CO)O)O)F)N. Drug 2: CN(C(=O)NC(C=O)C(C(C(CO)O)O)O)N=O. Cell line: A549. Synergy scores: CSS=-2.55, Synergy_ZIP=2.50, Synergy_Bliss=3.71, Synergy_Loewe=0.919, Synergy_HSA=-0.0699. (7) Drug 1: COC1=CC(=CC(=C1O)OC)C2C3C(COC3=O)C(C4=CC5=C(C=C24)OCO5)OC6C(C(C7C(O6)COC(O7)C8=CC=CS8)O)O. Drug 2: CC1=C(C(=CC=C1)Cl)NC(=O)C2=CN=C(S2)NC3=CC(=NC(=N3)C)N4CCN(CC4)CCO. Cell line: CAKI-1. Synergy scores: CSS=78.5, Synergy_ZIP=3.69, Synergy_Bliss=3.67, Synergy_Loewe=6.90, Synergy_HSA=10.8. (8) Drug 1: CC1=C(C=C(C=C1)NC(=O)C2=CC=C(C=C2)CN3CCN(CC3)C)NC4=NC=CC(=N4)C5=CN=CC=C5. Drug 2: CC=C1C(=O)NC(C(=O)OC2CC(=O)NC(C(=O)NC(CSSCCC=C2)C(=O)N1)C(C)C)C(C)C. Cell line: MCF7. Synergy scores: CSS=15.0, Synergy_ZIP=2.44, Synergy_Bliss=1.06, Synergy_Loewe=-51.6, Synergy_HSA=-2.90. (9) Drug 1: C1CC(C1)(C(=O)O)C(=O)O.[NH2-].[NH2-].[Pt+2]. Drug 2: CC12CCC3C(C1CCC2OP(=O)(O)O)CCC4=C3C=CC(=C4)OC(=O)N(CCCl)CCCl.[Na+]. Cell line: CAKI-1. Synergy scores: CSS=8.89, Synergy_ZIP=-2.33, Synergy_Bliss=-1.44, Synergy_Loewe=-1.48, Synergy_HSA=-0.504. (10) Drug 1: C1C(C(OC1N2C=NC3=C(N=C(N=C32)Cl)N)CO)O. Drug 2: CCN(CC)CCCC(C)NC1=C2C=C(C=CC2=NC3=C1C=CC(=C3)Cl)OC. Cell line: DU-145. Synergy scores: CSS=23.5, Synergy_ZIP=-10.9, Synergy_Bliss=-6.71, Synergy_Loewe=-5.42, Synergy_HSA=-3.45.